Dataset: NCI-60 drug combinations with 297,098 pairs across 59 cell lines. Task: Regression. Given two drug SMILES strings and cell line genomic features, predict the synergy score measuring deviation from expected non-interaction effect. (1) Drug 1: C1=C(C(=O)NC(=O)N1)F. Drug 2: CCC1(C2=C(COC1=O)C(=O)N3CC4=CC5=C(C=CC(=C5CN(C)C)O)N=C4C3=C2)O.Cl. Cell line: OVCAR-5. Synergy scores: CSS=33.7, Synergy_ZIP=-7.22, Synergy_Bliss=-5.79, Synergy_Loewe=-2.68, Synergy_HSA=-2.47. (2) Drug 1: CC1=CC=C(C=C1)C2=CC(=NN2C3=CC=C(C=C3)S(=O)(=O)N)C(F)(F)F. Drug 2: CC1CCC2CC(C(=CC=CC=CC(CC(C(=O)C(C(C(=CC(C(=O)CC(OC(=O)C3CCCCN3C(=O)C(=O)C1(O2)O)C(C)CC4CCC(C(C4)OC)OCCO)C)C)O)OC)C)C)C)OC. Cell line: SK-OV-3. Synergy scores: CSS=3.10, Synergy_ZIP=0.941, Synergy_Bliss=-0.607, Synergy_Loewe=1.57, Synergy_HSA=-0.755. (3) Drug 1: CNC(=O)C1=CC=CC=C1SC2=CC3=C(C=C2)C(=NN3)C=CC4=CC=CC=N4. Drug 2: CCCCCOC(=O)NC1=NC(=O)N(C=C1F)C2C(C(C(O2)C)O)O. Cell line: UO-31. Synergy scores: CSS=4.58, Synergy_ZIP=-1.77, Synergy_Bliss=0.550, Synergy_Loewe=0.567, Synergy_HSA=0.573. (4) Cell line: SR. Drug 2: CCC(=C(C1=CC=CC=C1)C2=CC=C(C=C2)OCCN(C)C)C3=CC=CC=C3.C(C(=O)O)C(CC(=O)O)(C(=O)O)O. Drug 1: CNC(=O)C1=CC=CC=C1SC2=CC3=C(C=C2)C(=NN3)C=CC4=CC=CC=N4. Synergy scores: CSS=67.9, Synergy_ZIP=3.17, Synergy_Bliss=4.10, Synergy_Loewe=-19.9, Synergy_HSA=5.17. (5) Drug 1: C(CCl)NC(=O)N(CCCl)N=O. Drug 2: COCCOC1=C(C=C2C(=C1)C(=NC=N2)NC3=CC=CC(=C3)C#C)OCCOC.Cl. Cell line: NCI-H322M. Synergy scores: CSS=32.9, Synergy_ZIP=2.34, Synergy_Bliss=3.07, Synergy_Loewe=-23.6, Synergy_HSA=1.44. (6) Drug 1: C1CCN(CC1)CCOC2=CC=C(C=C2)C(=O)C3=C(SC4=C3C=CC(=C4)O)C5=CC=C(C=C5)O. Drug 2: CC1CCC2CC(C(=CC=CC=CC(CC(C(=O)C(C(C(=CC(C(=O)CC(OC(=O)C3CCCCN3C(=O)C(=O)C1(O2)O)C(C)CC4CCC(C(C4)OC)O)C)C)O)OC)C)C)C)OC. Cell line: OVCAR-8. Synergy scores: CSS=27.3, Synergy_ZIP=6.22, Synergy_Bliss=6.51, Synergy_Loewe=-13.0, Synergy_HSA=2.28. (7) Drug 1: CS(=O)(=O)C1=CC(=C(C=C1)C(=O)NC2=CC(=C(C=C2)Cl)C3=CC=CC=N3)Cl. Drug 2: CCC1(C2=C(COC1=O)C(=O)N3CC4=CC5=C(C=CC(=C5CN(C)C)O)N=C4C3=C2)O.Cl. Cell line: HL-60(TB). Synergy scores: CSS=59.8, Synergy_ZIP=-1.50, Synergy_Bliss=-6.94, Synergy_Loewe=-21.5, Synergy_HSA=-9.34. (8) Drug 1: CC1=C(C=C(C=C1)NC(=O)C2=CC=C(C=C2)CN3CCN(CC3)C)NC4=NC=CC(=N4)C5=CN=CC=C5. Drug 2: CC1C(C(CC(O1)OC2CC(CC3=C2C(=C4C(=C3O)C(=O)C5=C(C4=O)C(=CC=C5)OC)O)(C(=O)CO)O)N)O.Cl. Cell line: NCI-H322M. Synergy scores: CSS=18.4, Synergy_ZIP=-0.348, Synergy_Bliss=0.283, Synergy_Loewe=-10.9, Synergy_HSA=-0.492. (9) Drug 1: C1CC(C1)(C(=O)O)C(=O)O.[NH2-].[NH2-].[Pt+2]. Drug 2: C1CNP(=O)(OC1)N(CCCl)CCCl. Cell line: SNB-19. Synergy scores: CSS=4.17, Synergy_ZIP=-1.80, Synergy_Bliss=-4.47, Synergy_Loewe=-6.60, Synergy_HSA=-6.00.